This data is from Reaction yield outcomes from USPTO patents with 853,638 reactions. The task is: Predict the reaction yield, written as a fraction of the theoretical maximum amount of product (1.0 means a 100% yield; for example, 0.34 means a 34% yield). (1) The yield is 0.520. The catalyst is CN1C(=O)CCC1.CCOC(C)=O. The product is [Cl:26][C:5]1[C:6]([C:8]2[C:16]3[C:11](=[CH:12][CH:13]=[CH:14][CH:15]=3)[N:10]([S:17]([C:20]3[CH:25]=[CH:24][CH:23]=[CH:22][CH:21]=3)(=[O:19])=[O:18])[CH:9]=2)=[N:7][C:2]([NH:27][C@@H:28]2[CH2:33][CH2:32][CH2:31][C@H:30]([C:34]([O:36][CH3:37])=[O:35])[CH2:29]2)=[N:3][CH:4]=1. The reactants are Cl[C:2]1[N:7]=[C:6]([C:8]2[C:16]3[C:11](=[CH:12][CH:13]=[CH:14][CH:15]=3)[N:10]([S:17]([C:20]3[CH:25]=[CH:24][CH:23]=[CH:22][CH:21]=3)(=[O:19])=[O:18])[CH:9]=2)[C:5]([Cl:26])=[CH:4][N:3]=1.[NH2:27][C@@H:28]1[CH2:33][CH2:32][CH2:31][C@H:30]([C:34]([O:36][CH3:37])=[O:35])[CH2:29]1.Cl.CCN(C(C)C)C(C)C. (2) The reactants are [F:1][C:2]1[CH:24]=[CH:23][C:5]([O:6][C:7]2[CH:12]=[CH:11][C:10]([C:13]3[N:18]=[C:17](CC(O)=O)[CH:16]=[CH:15][CH:14]=3)=[CH:9][CH:8]=2)=[CH:4][CH:3]=1.[NH2:25][C@H:26]([C:28]([O:30][CH3:31])=[O:29])[CH3:27].C1CCC(N=C=N[CH:41]2[CH2:46]CCCC2)CC1.[OH2:47]. The product is [CH3:31][O:30][C:28](=[O:29])[C:26]([NH:25][C:46](=[O:47])[CH3:41])([C:17]1[CH:16]=[CH:15][CH:14]=[C:13]([C:10]2[CH:9]=[CH:8][C:7]([O:6][C:5]3[CH:23]=[CH:24][C:2]([F:1])=[CH:3][CH:4]=3)=[CH:12][CH:11]=2)[N:18]=1)[CH3:27]. The yield is 0.810. The catalyst is C(Cl)Cl.CN(C1C=CN=CC=1)C.CCCCCC.CCOC(C)=O. (3) The product is [CH3:1][O:2][C:3](=[O:28])[C:4]1[CH:26]=[CH:25][C:24]([O:27][CH2:31][C:32]2[CH:37]=[CH:36][CH:35]=[CH:34][CH:33]=2)=[C:6]([C:7]([NH:9][C:10]2[CH:15]=[C:14]([C:16]([F:19])([F:17])[F:18])[CH:13]=[C:12]([C:20]([F:21])([F:22])[F:23])[CH:11]=2)=[O:8])[CH:5]=1. The reactants are [CH3:1][O:2][C:3](=[O:28])[C:4]1[CH:26]=[CH:25][C:24]([OH:27])=[C:6]([C:7]([NH:9][C:10]2[CH:15]=[C:14]([C:16]([F:19])([F:18])[F:17])[CH:13]=[C:12]([C:20]([F:23])([F:22])[F:21])[CH:11]=2)=[O:8])[CH:5]=1.[H-].[Na+].[CH2:31](Br)[C:32]1[CH:37]=[CH:36][CH:35]=[CH:34][CH:33]=1.O. The catalyst is CN(C)C=O. The yield is 0.541. (4) The reactants are BrC1C(OC)=CC=C(C=1)C=[O:8].[N+](CC)([O-])=O.C(N)CCC.[N+]([C:25]([CH3:36])=[CH:26][C:27]1[CH:28]=[C:29]([Br:35])[CH:30]=[CH:31][C:32]=1[O:33][CH3:34])([O-])=O.Cl. The catalyst is C1(C)C=CC=CC=1.O.O.O.O.O.O.[Fe](Cl)(Cl)Cl.[Fe]. The product is [Br:35][C:29]1[CH:30]=[CH:31][C:32]([O:33][CH3:34])=[C:27]([CH2:26][C:25](=[O:8])[CH3:36])[CH:28]=1. The yield is 0.330. (5) The reactants are Br[C:2]1[CH:3]=[C:4]([C:8]2([C:21]3[CH:26]=[CH:25][CH:24]=[C:23]([CH3:27])[CH:22]=3)[C:20]3[CH:19]=[CH:18][CH:17]=[CH:16][C:15]=3[C:14]3[C:9]2=[CH:10][CH:11]=[CH:12][CH:13]=3)[CH:5]=[CH:6][CH:7]=1.CC(C)([O-])C.[Na+].[NH2:34][C:35]1[CH:40]=[CH:39][CH:38]=[C:37]([CH3:41])[CH:36]=1.C(P(C(C)(C)C)C(C)(C)C)(C)(C)C. The catalyst is C1C=CC(/C=C/C(/C=C/C2C=CC=CC=2)=O)=CC=1.C1C=CC(/C=C/C(/C=C/C2C=CC=CC=2)=O)=CC=1.[Pd].CCCCCC.C1(C)C=CC=CC=1. The product is [CH3:41][C:37]1[CH:36]=[C:35]([NH:34][C:2]2[CH:7]=[CH:6][CH:5]=[C:4]([C:8]3([C:21]4[CH:26]=[CH:25][CH:24]=[C:23]([CH3:27])[CH:22]=4)[C:9]4[CH:10]=[CH:11][CH:12]=[CH:13][C:14]=4[C:15]4[C:20]3=[CH:19][CH:18]=[CH:17][CH:16]=4)[CH:3]=2)[CH:40]=[CH:39][CH:38]=1. The yield is 0.980. (6) The reactants are [Cl:1][C:2]1[CH:11]=[C:10]2[C:5]([N:6]=[C:7]([O:21]C)[C:8]([C@H:12]([NH:14][S@@](C(C)(C)C)=O)[CH3:13])=[N:9]2)=[CH:4][CH:3]=1.I[Si](C)(C)C. The catalyst is CC#N. The product is [NH2:14][C@@H:12]([C:8]1[C:7](=[O:21])[NH:6][C:5]2[C:10]([N:9]=1)=[CH:11][C:2]([Cl:1])=[CH:3][CH:4]=2)[CH3:13]. The yield is 0.950. (7) The catalyst is ClCCl. The yield is 0.600. The product is [Br:1][C:2]1[CH:7]=[CH:6][C:5]([S:8]([NH:19][C:20]([CH3:24])([CH3:23])[CH2:21][OH:22])(=[O:10])=[O:9])=[CH:4][CH:3]=1. The reactants are [Br:1][C:2]1[CH:7]=[CH:6][C:5]([S:8](Cl)(=[O:10])=[O:9])=[CH:4][CH:3]=1.C(N(CC)CC)C.[NH2:19][C:20]([CH3:24])([CH3:23])[CH2:21][OH:22]. (8) The reactants are [NH2:1][CH:2]([C:6]1[CH:11]=[CH:10][C:9]([F:12])=[CH:8][CH:7]=1)[C:3]([OH:5])=[O:4].[OH-].[Na+].[C:15](O[C:15]([O:17][C:18]([CH3:21])([CH3:20])[CH3:19])=[O:16])([O:17][C:18]([CH3:21])([CH3:20])[CH3:19])=[O:16]. The catalyst is CC(C)=O. The product is [C:18]([O:17][C:15]([NH:1][CH:2]([C:6]1[CH:11]=[CH:10][C:9]([F:12])=[CH:8][CH:7]=1)[C:3]([OH:5])=[O:4])=[O:16])([CH3:21])([CH3:20])[CH3:19]. The yield is 0.450. (9) The reactants are [Cl:1]C(OC(Cl)C)=O.C([N:21]1[CH2:24][CH:23]([O:25][CH2:26][CH2:27][CH2:28][O:29][CH3:30])[CH2:22]1)(C1C=CC=CC=1)C1C=CC=CC=1.CO. The catalyst is ClCCCl. The product is [ClH:1].[CH3:30][O:29][CH2:28][CH2:27][CH2:26][O:25][CH:23]1[CH2:24][NH:21][CH2:22]1. The yield is 0.920. (10) The reactants are [P:1]([O:11][CH2:12][C:13]1[C:18]([CH3:19])=[CH:17][CH:16]=[CH:15][C:14]=1[CH2:20][O:21][Si](C(C)(C)C)(C)C)([O:7][CH2:8][CH:9]=[CH2:10])([O:3][CH2:4][CH:5]=[CH2:6])=[O:2].[F-].C([N+](CCCC)(CCCC)CCCC)CCC.O.C(OCC)(=O)C. The catalyst is O1CCCC1.CCCCCC. The product is [P:1]([O:11][CH2:12][C:13]1[C:18]([CH3:19])=[CH:17][CH:16]=[CH:15][C:14]=1[CH2:20][OH:21])([O:7][CH2:8][CH:9]=[CH2:10])([O:3][CH2:4][CH:5]=[CH2:6])=[O:2]. The yield is 0.870.